Dataset: Full USPTO retrosynthesis dataset with 1.9M reactions from patents (1976-2016). Task: Predict the reactants needed to synthesize the given product. (1) Given the product [CH3:1][O:2][C:3]([CH:5]1[CH2:10][CH2:9][CH:8]([C:11]2[CH:16]=[C:15]([Cl:32])[N:14]3[N:18]=[CH:19][CH:20]=[C:13]3[N:12]=2)[CH2:7][CH2:6]1)=[O:4], predict the reactants needed to synthesize it. The reactants are: [CH3:1][O:2][C:3]([CH:5]1[CH2:10][CH2:9][CH:8]([C:11]2[CH:16]=[C:15](O)[N:14]3[N:18]=[CH:19][CH:20]=[C:13]3[N:12]=2)[CH2:7][CH2:6]1)=[O:4].CN(C)C1C=CC=CC=1.O=P(Cl)(Cl)[Cl:32]. (2) Given the product [CH2:17]([S:14]([N:11]1[CH2:12][CH2:13][N:8]([C:5]2[N:4]=[C:3]([C:19]3[O:30][C:23]([C:24]4[CH:29]=[CH:28][CH:27]=[CH:26][CH:25]=4)=[N:22][N:21]=3)[C:2]([NH2:1])=[N:7][CH:6]=2)[CH2:9][CH2:10]1)(=[O:16])=[O:15])[CH3:18], predict the reactants needed to synthesize it. The reactants are: [NH2:1][C:2]1[C:3]([C:19]([NH:21][NH:22][C:23](=[O:30])[C:24]2[CH:29]=[CH:28][CH:27]=[CH:26][CH:25]=2)=O)=[N:4][C:5]([N:8]2[CH2:13][CH2:12][N:11]([S:14]([CH2:17][CH3:18])(=[O:16])=[O:15])[CH2:10][CH2:9]2)=[CH:6][N:7]=1.P(Cl)(Cl)(Cl)=O. (3) Given the product [Br:1][C:2]1[C:3]([C:8]2[S:9][CH:10]=[CH:11][N:12]=2)=[C:4]([NH:7][C:25](=[O:26])[CH2:24][N:15]2[C:16]3[C:21](=[N:20][CH:19]=[CH:18][CH:17]=3)[CH2:22][CH2:23][C:14]2=[O:13])[S:5][CH:6]=1, predict the reactants needed to synthesize it. The reactants are: [Br:1][C:2]1[C:3]([C:8]2[S:9][CH:10]=[CH:11][N:12]=2)=[C:4]([NH2:7])[S:5][CH:6]=1.[O:13]=[C:14]1[CH2:23][CH2:22][C:21]2[C:16](=[CH:17][CH:18]=[CH:19][N:20]=2)[N:15]1[CH2:24][C:25](O)=[O:26].